Dataset: Full USPTO retrosynthesis dataset with 1.9M reactions from patents (1976-2016). Task: Predict the reactants needed to synthesize the given product. (1) Given the product [CH2:1]([N:8]1[CH2:13][CH2:12][CH:11]([NH:14][S:22](=[O:23])(=[O:24])[O:26][C:27]2[CH:33]=[CH:32][CH:31]=[CH:30][C:28]=2[OH:29])[CH2:10][CH2:9]1)[C:2]1[CH:3]=[CH:4][CH:5]=[CH:6][CH:7]=1, predict the reactants needed to synthesize it. The reactants are: [CH2:1]([N:8]1[CH2:13][CH2:12][CH:11]([NH2:14])[CH2:10][CH2:9]1)[C:2]1[CH:7]=[CH:6][CH:5]=[CH:4][CH:3]=1.C(N(CC)CC)C.[S:22]([O:26][C:27]1[C:28](=[CH:30][CH:31]=[CH:32][CH:33]=1)[OH:29])(O)(=[O:24])=[O:23].[Cl-].[Na+]. (2) Given the product [NH2:1][C:4]1[CH:5]=[C:6]([CH2:10][CH2:11][CH2:12][CH2:13][NH:14][C:15](=[O:21])[O:16][C:17]([CH3:19])([CH3:18])[CH3:20])[CH:7]=[CH:8][CH:9]=1, predict the reactants needed to synthesize it. The reactants are: [N+:1]([C:4]1[CH:5]=[C:6](/[CH:10]=[CH:11]/[CH2:12][CH2:13][NH:14][C:15](=[O:21])[O:16][C:17]([CH3:20])([CH3:19])[CH3:18])[CH:7]=[CH:8][CH:9]=1)([O-])=O. (3) Given the product [C:1]([O:4][C@@H:5]1[C@@H:10]([O:11][C:12](=[O:14])[CH3:13])[C@H:9]([O:15][C:16](=[O:18])[CH3:17])[C@@H:8]([CH2:19][O:20][C:21](=[O:23])[CH3:22])[O:7][C@H:6]1[O:24][C:25]1[C:29]([CH2:30][C:31]2[CH:36]=[CH:35][C:34]([O:37][CH2:38][CH2:39][CH2:40][N:52]([S:53]([C:56]3[CH:61]=[CH:60][CH:59]=[CH:58][C:57]=3[N+:62]([O-:64])=[O:63])(=[O:55])=[O:54])[C:47]([C:48](=[O:49])[NH2:50])([CH3:46])[CH3:51])=[CH:33][C:32]=2[CH3:42])=[C:28]([CH:43]([CH3:44])[CH3:45])[NH:27][N:26]=1)(=[O:3])[CH3:2], predict the reactants needed to synthesize it. The reactants are: [C:1]([O:4][C@@H:5]1[C@@H:10]([O:11][C:12](=[O:14])[CH3:13])[C@H:9]([O:15][C:16](=[O:18])[CH3:17])[C@@H:8]([CH2:19][O:20][C:21](=[O:23])[CH3:22])[O:7][C@H:6]1[O:24][C:25]1[C:29]([CH2:30][C:31]2[CH:36]=[CH:35][C:34]([O:37][CH2:38][CH2:39][CH2:40]O)=[CH:33][C:32]=2[CH3:42])=[C:28]([CH:43]([CH3:45])[CH3:44])[NH:27][N:26]=1)(=[O:3])[CH3:2].[CH3:46][C:47]([NH:52][S:53]([C:56]1[CH:61]=[CH:60][CH:59]=[CH:58][C:57]=1[N+:62]([O-:64])=[O:63])(=[O:55])=[O:54])([CH3:51])[C:48]([NH2:50])=[O:49].C1(P(C2C=CC=CC=2)C2C=CC=CC=2)C=CC=CC=1.N(C(OCC)=O)=NC(OCC)=O. (4) Given the product [CH3:1][C:2]([CH3:15])([CH2:12][S:27]([CH3:17])(=[O:31])=[O:29])[CH2:3][NH:4][C:5](=[O:11])[O:6][C:7]([CH3:10])([CH3:9])[CH3:8], predict the reactants needed to synthesize it. The reactants are: [CH3:1][C:2]([CH3:15])([CH2:12]SC)[CH2:3][NH:4][C:5](=[O:11])[O:6][C:7]([CH3:10])([CH3:9])[CH3:8].Cl[C:17]1C=CC=C(C(OO)=O)C=1.[S:27]([O-:31])([O-])(=[O:29])=S.[Na+].[Na+]. (5) Given the product [C:1]([C:3]1[CH:4]=[CH:5][C:6]2[O:10][C:9]([CH:11]([C:12]3[C:20]([O:21][CH3:22])=[CH:19][C:18]([CH3:23])=[C:17]4[C:13]=3[CH:14]=[CH:15][N:16]4[C:24]([O:26][C:27]([CH3:28])([CH3:30])[CH3:29])=[O:25])[CH2:58][CH2:57][C:56]([O:60][CH2:61][CH3:62])=[O:59])=[N:8][C:7]=2[CH:31]=1)#[N:2], predict the reactants needed to synthesize it. The reactants are: [C:1]([C:3]1[CH:4]=[CH:5][C:6]2[O:10][C:9]([CH2:11][C:12]3[C:20]([O:21][CH3:22])=[CH:19][C:18]([CH3:23])=[C:17]4[C:13]=3[CH:14]=[CH:15][N:16]4[C:24]([O:26][C:27]([CH3:30])([CH3:29])[CH3:28])=[O:25])=[N:8][C:7]=2[CH:31]=1)#[N:2].CC(C)([O-])C.[K+].C1OCCOCCOCCOCCOCCOC1.[C:56]([O:60][CH2:61][CH3:62])(=[O:59])[CH:57]=[CH2:58].[Cl-].[NH4+].